This data is from Peptide-MHC class II binding affinity with 134,281 pairs from IEDB. The task is: Regression. Given a peptide amino acid sequence and an MHC pseudo amino acid sequence, predict their binding affinity value. This is MHC class II binding data. (1) The binding affinity (normalized) is 0.152. The MHC is DRB1_0901 with pseudo-sequence DRB1_0901. The peptide sequence is REETQQKSNLELLRI. (2) The peptide sequence is NDDVDQSLIIAARNI. The MHC is DRB1_0701 with pseudo-sequence DRB1_0701. The binding affinity (normalized) is 0.511. (3) The peptide sequence is AYAQRVYQANRAAGS. The MHC is DRB1_0401 with pseudo-sequence DRB1_0401. The binding affinity (normalized) is 0.0750.